This data is from Reaction yield outcomes from USPTO patents with 853,638 reactions. The task is: Predict the reaction yield, written as a fraction of the theoretical maximum amount of product (1.0 means a 100% yield; for example, 0.34 means a 34% yield). (1) The reactants are COC(=O)C(NC1C=C([Cl:16])C=C(Cl)C=1OCC1C=CC=CC=1)=CC([O-])=O.C([O:34][C:35]([C:37]1[CH:46]=[C:45]([O:47]CC2C=CC=CC=2)[C:44]2[C:39](=[C:40]([N:55](CC3C=CC=CC=3)[CH3:56])[CH:41]=[CH:42][CH:43]=2)[N:38]=1)=[O:36])C1C=CC=CC=1. No catalyst specified. The product is [ClH:16].[OH:47][C:45]1[C:44]2[C:39](=[C:40]([NH:55][CH3:56])[CH:41]=[CH:42][CH:43]=2)[N:38]=[C:37]([C:35]([OH:36])=[O:34])[CH:46]=1. The yield is 0.910. (2) The reactants are [CH3:1][C:2]1[C:3]([CH3:21])=[CH:4][C:5]2[N:14]([CH2:15]C=O)[C:13]3[C:8]([C:9](=[O:19])[NH:10][C:11](=[O:18])[N:12]=3)=[N:7][C:6]=2[CH:20]=1.[CH3:22][NH:23][CH2:24][C:25]([OH:27])=[O:26].[C:28](O)(=O)C.C([BH3-])#N.[Na+]. The catalyst is CO.O. The product is [CH3:1][C:2]1[C:3]([CH3:21])=[CH:4][C:5]2[N:14]([CH2:15][CH2:22][N:23]([CH2:24][C:25]([OH:27])=[O:26])[CH3:28])[C:13]3[C:8]([C:9](=[O:19])[NH:10][C:11](=[O:18])[N:12]=3)=[N:7][C:6]=2[CH:20]=1. The yield is 0.500. (3) The reactants are C(OC(=O)[NH:7][C@@H:8]([C:14]([N:16]1[C@H:21]([C:22](=[O:37])[NH:23][CH2:24][C:25]2[CH:30]=[C:29]([Cl:31])[CH:28]=[CH:27][C:26]=2[N:32]2[CH:36]=[N:35][N:34]=[N:33]2)[CH2:20][C@H:19]2[C@@H:17]1[CH2:18]2)=[O:15])[CH2:9][C:10]([CH3:13])([CH3:12])[CH3:11])(C)(C)C.Cl. The catalyst is CO. The product is [Cl:31][C:29]1[CH:28]=[CH:27][C:26]([N:32]2[CH:36]=[N:35][N:34]=[N:33]2)=[C:25]([CH:30]=1)[CH2:24][NH:23][C:22]([C@@H:21]1[CH2:20][C@H:19]2[C@H:17]([CH2:18]2)[N:16]1[C:14](=[O:15])[C@H:8]([NH2:7])[CH2:9][C:10]([CH3:13])([CH3:12])[CH3:11])=[O:37]. The yield is 0.870.